From a dataset of Reaction yield outcomes from USPTO patents with 853,638 reactions. Predict the reaction yield, written as a fraction of the theoretical maximum amount of product (1.0 means a 100% yield; for example, 0.34 means a 34% yield). The reactants are [CH3:1][C:2]1[CH:13]=[C:6]2[C:7]([O:9]C(=O)[NH:11][C:5]2=[C:4]([N+:14]([O-:16])=[O:15])[CH:3]=1)=[O:8].[OH-].[Na+].Cl. The catalyst is C(OCC)(=O)C. The product is [NH2:11][C:5]1[C:4]([N+:14]([O-:16])=[O:15])=[CH:3][C:2]([CH3:1])=[CH:13][C:6]=1[C:7]([OH:9])=[O:8]. The yield is 0.720.